Dataset: Full USPTO retrosynthesis dataset with 1.9M reactions from patents (1976-2016). Task: Predict the reactants needed to synthesize the given product. (1) Given the product [N+:11]([C:14]1[CH:15]=[C:16]([CH:17]=[CH:18][C:19]=1[N+:20]([O-:22])=[O:21])[O:23][C:2]1[CH:3]2[CH:10]=[CH:9][NH:8][CH:4]2[N:5]=[CH:6][N:7]=1)([O-:13])=[O:12], predict the reactants needed to synthesize it. The reactants are: Cl[C:2]1[CH:3]2[CH:10]=[CH:9][NH:8][CH:4]2[N:5]=[CH:6][N:7]=1.[N+:11]([C:14]1[CH:15]=[C:16]([OH:23])[CH:17]=[CH:18][C:19]=1[N+:20]([O-:22])=[O:21])([O-:13])=[O:12]. (2) Given the product [CH2:44]([N:32]1[C:4]2[NH:3][C:9]3[N:10]=[CH:11][C:12]([CH2:14][CH2:15][O:16][C:17]4[CH:25]=[CH:24][C:20]([C:21]([NH:33][C:34]5[CH:35]=[CH:36][C:37]([C:38]([O:40][CH3:41])=[O:39])=[CH:42][CH:43]=5)=[O:22])=[CH:19][C:18]=4[CH3:26])=[CH:13][C:8]=3[C:7](=[O:27])[N:6]([CH3:28])[C:5]=2[CH:29]=[CH:30][CH2:31]1)[CH3:45], predict the reactants needed to synthesize it. The reactants are: C([N:3]1[C:9]2[N:10]=[CH:11][C:12]([CH2:14][CH2:15][O:16][C:17]3[CH:25]=[CH:24][C:20]([C:21](Cl)=[O:22])=[CH:19][C:18]=3[CH3:26])=[CH:13][C:8]=2[C:7](=[O:27])[N:6]([CH3:28])[C:5]2[CH:29]=[CH:30][CH:31]=[N:32][C:4]1=2)C.[NH2:33][C:34]1[CH:43]=[CH:42][C:37]([C:38]([O:40][CH3:41])=[O:39])=[CH:36][CH:35]=1.[CH3:44][CH2:45]N(CC)CC.